This data is from Catalyst prediction with 721,799 reactions and 888 catalyst types from USPTO. The task is: Predict which catalyst facilitates the given reaction. (1) Reactant: [Cl:1][C:2]1[N:3]=[N:4][C:5](Cl)=[CH:6][CH:7]=1.[CH3:9][C:10]1([CH3:19])[CH2:15][CH:14]([NH2:16])[CH2:13][C:12]([CH3:18])([CH3:17])[NH:11]1.C(O)CCC. Product: [Cl:1][C:2]1[N:3]=[N:4][C:5]([NH:16][CH:14]2[CH2:15][C:10]([CH3:19])([CH3:9])[NH:11][C:12]([CH3:18])([CH3:17])[CH2:13]2)=[CH:6][CH:7]=1. The catalyst class is: 232. (2) Reactant: [CH3:1][O:2][C:3]1[CH:8]=[CH:7][C:6]([C:9]2[NH:13][N:12]=[C:11]([NH2:14])[CH:10]=2)=[CH:5][CH:4]=1.C(N(CC)C(C)C)(C)C.Br[CH2:25][CH2:26][CH2:27][CH2:28][C:29](Cl)=[O:30].[I-].[Na+].[C:34]([N:37]1[CH2:43][CH2:42][CH2:41][NH:40][CH2:39][CH2:38]1)(=[O:36])[CH3:35]. Product: [C:34]([N:37]1[CH2:43][CH2:42][CH2:41][N:40]([CH2:25][CH2:26][CH2:27][CH2:28][C:29]([NH:14][C:11]2[CH:10]=[C:9]([C:6]3[CH:5]=[CH:4][C:3]([O:2][CH3:1])=[CH:8][CH:7]=3)[NH:13][N:12]=2)=[O:30])[CH2:39][CH2:38]1)(=[O:36])[CH3:35]. The catalyst class is: 9. (3) Reactant: [NH2:1][C:2]1[CH:3]=[C:4]([C:9]2[CH:21]=[CH:20][C:12]3[N:13]=[C:14]([NH:16][C:17](=[O:19])[CH3:18])[S:15][C:11]=3[CH:10]=2)[CH:5]=[N:6][C:7]=1[CH3:8].C1COCC1.[C:27]1([S:33](Cl)(=[O:35])=[O:34])[CH:32]=[CH:31][CH:30]=[CH:29][CH:28]=1. Product: [CH3:8][C:7]1[N:6]=[CH:5][C:4]([C:9]2[CH:21]=[CH:20][C:12]3[N:13]=[C:14]([NH:16][C:17](=[O:19])[CH3:18])[S:15][C:11]=3[CH:10]=2)=[CH:3][C:2]=1[NH:1][S:33]([C:27]1[CH:32]=[CH:31][CH:30]=[CH:29][CH:28]=1)(=[O:35])=[O:34]. The catalyst class is: 341. (4) Reactant: CS(O[CH2:6][CH2:7][CH2:8][C:9]1[NH:13][N:12]=[C:11]([C:14]2[CH:19]=[CH:18][C:17]([F:20])=[CH:16][CH:15]=2)[CH:10]=1)(=O)=O.[I-].[Na+].[H-].[Na+].[Cl-].[NH4+]. Product: [F:20][C:17]1[CH:18]=[CH:19][C:14]([C:11]2[CH:10]=[C:9]3[CH2:8][CH2:7][CH2:6][N:13]3[N:12]=2)=[CH:15][CH:16]=1. The catalyst class is: 3. (5) Reactant: [CH3:1][O:2][C:3]([C:5]1[C:13]([NH:14][C:15]2[CH:20]=[CH:19][CH:18]=[CH:17][C:16]=2[Cl:21])=[C:12]([F:22])[C:8]2[N:9]=[CH:10][NH:11][C:7]=2[CH:6]=1)=[O:4].CC1C=CC(S(O)(=O)=O)=CC=1.O.C1C(=O)N([Br:42])C(=O)C1. Product: [CH3:1][O:2][C:3]([C:5]1[C:13]([NH:14][C:15]2[CH:20]=[CH:19][C:18]([Br:42])=[CH:17][C:16]=2[Cl:21])=[C:12]([F:22])[C:8]2[N:9]=[CH:10][NH:11][C:7]=2[CH:6]=1)=[O:4]. The catalyst class is: 36. (6) Reactant: C(OP([CH:9]=[C:10]1[NH:16][CH2:15][CH2:14][N:13]([CH3:17])[C:12]2[CH:18]=[C:19](Br)[CH:20]=[CH:21][C:11]1=2)(=O)OCC)C.[CH:23]([Sn](CCCC)(CCCC)CCCC)=[CH2:24].[H-].[Na+].[Cl:40][C:41]1[CH:42]=[C:43]([CH:46]=[CH:47][C:48]=1[Cl:49])[CH:44]=O. Product: [ClH:40].[ClH:40].[Cl:40][C:41]1[CH:42]=[C:43]([CH:46]=[CH:47][C:48]=1[Cl:49])[CH:44]=[CH:9][C:10]1=[N:16][CH2:15][CH2:14][N:13]([CH3:17])[C:12]2[CH:18]=[C:19]([CH:23]=[CH2:24])[CH:20]=[CH:21][C:11]1=2. The catalyst class is: 12. (7) Reactant: Cl.[NH2:2][C@H:3]1[CH2:8][CH2:7][C@H:6]([OH:9])[CH2:5][CH2:4]1.[OH-].[Na+].[CH3:12][C:13]([O:16][C:17](O[C:17]([O:16][C:13]([CH3:15])([CH3:14])[CH3:12])=[O:18])=[O:18])([CH3:15])[CH3:14].Cl. The catalyst class is: 12. Product: [C:13]([O:16][C:17](=[O:18])[NH:2][C@H:3]1[CH2:8][CH2:7][C@H:6]([OH:9])[CH2:5][CH2:4]1)([CH3:15])([CH3:14])[CH3:12].